This data is from Full USPTO retrosynthesis dataset with 1.9M reactions from patents (1976-2016). The task is: Predict the reactants needed to synthesize the given product. (1) The reactants are: [H-].[Na+].[OH:3][CH2:4][CH2:5][CH2:6][C@@:7]1([C:24]2[CH:29]=[CH:28][CH:27]=[CH:26][CH:25]=2)[O:12][C:11](=[O:13])[N:10]([C@H:14]([C:16]2[CH:21]=[CH:20][C:19]([CH:22]=[CH2:23])=[CH:18][CH:17]=2)[CH3:15])[CH2:9][CH2:8]1.[CH2:30]1[CH2:34][O:33][CH2:32][CH2:31]1. Given the product [CH3:32][O:33][C:34]1[CH:30]=[CH:31][C:6]([CH2:7][O:3][CH2:4][CH2:5][CH2:6][C@@:7]2([C:24]3[CH:29]=[CH:28][CH:27]=[CH:26][CH:25]=3)[O:12][C:11](=[O:13])[N:10]([C@H:14]([C:16]3[CH:17]=[CH:18][C:19]([CH:22]=[CH2:23])=[CH:20][CH:21]=3)[CH3:15])[CH2:9][CH2:8]2)=[CH:5][CH:4]=1, predict the reactants needed to synthesize it. (2) Given the product [F:28][C:29]1[C:34]([C:2]2[N:7]=[C:6]([CH3:8])[N:5]=[C:4]([N:9]([CH2:19][C:20]3[CH:25]=[CH:24][C:23]([O:26][CH3:27])=[CH:22][CH:21]=3)[CH2:10][C:11]3[CH:16]=[CH:15][C:14]([O:17][CH3:18])=[CH:13][CH:12]=3)[N:3]=2)=[CH:33][C:32]([CH2:38][C:39]2[CH:44]=[CH:43][C:42]([S:45][CH3:46])=[CH:41][CH:40]=2)=[CH:31][N:30]=1, predict the reactants needed to synthesize it. The reactants are: Cl[C:2]1[N:7]=[C:6]([CH3:8])[N:5]=[C:4]([N:9]([CH2:19][C:20]2[CH:25]=[CH:24][C:23]([O:26][CH3:27])=[CH:22][CH:21]=2)[CH2:10][C:11]2[CH:16]=[CH:15][C:14]([O:17][CH3:18])=[CH:13][CH:12]=2)[N:3]=1.[F:28][C:29]1[C:34](B(O)O)=[CH:33][C:32]([CH2:38][C:39]2[CH:44]=[CH:43][C:42]([S:45][CH3:46])=[CH:41][CH:40]=2)=[CH:31][N:30]=1.C([O-])(=O)C.[K+]. (3) The reactants are: [C:1]1([CH:7]([C:31]2[CH:36]=[CH:35][CH:34]=[CH:33][CH:32]=2)[C:8]2[CH:13]=[CH:12][C:11]([C:14]([NH:16][C@@H:17]([CH2:25][CH2:26][C:27]([O:29]C)=[O:28])[C:18]([O:20][C:21]([CH3:24])([CH3:23])[CH3:22])=[O:19])=[O:15])=[CH:10][CH:9]=2)[CH:6]=[CH:5][CH:4]=[CH:3][CH:2]=1. Given the product [C:21]([O:20][C:18](=[O:19])[C@@H:17]([NH:16][C:14]([C:11]1[CH:10]=[CH:9][C:8]([CH:7]([C:31]2[CH:36]=[CH:35][CH:34]=[CH:33][CH:32]=2)[C:1]2[CH:6]=[CH:5][CH:4]=[CH:3][CH:2]=2)=[CH:13][CH:12]=1)=[O:15])[CH2:25][CH2:26][C:27]([OH:29])=[O:28])([CH3:24])([CH3:22])[CH3:23], predict the reactants needed to synthesize it. (4) Given the product [OH:43][CH:41]([CH3:42])[CH2:40][NH:39][C:34](=[O:35])[C:33]1[CH:32]=[CH:31][C:30]([S:27]([CH2:26][C:16]2[C:17]3[CH2:18][CH2:19][CH2:20][C:21](=[O:25])[C:22]=3[CH:23]=[CH:24][C:15]=2[O:14][C@@H:7]([C:8]2[CH:13]=[CH:12][CH:11]=[CH:10][CH:9]=2)[CH2:6][N:1]2[CH:5]=[CH:4][N:3]=[CH:2]2)(=[O:29])=[O:28])=[CH:38][CH:37]=1, predict the reactants needed to synthesize it. The reactants are: [N:1]1([CH2:6][C@@H:7]([O:14][C:15]2[CH:24]=[CH:23][C:22]3[C:21](=[O:25])[CH2:20][CH2:19][CH2:18][C:17]=3[C:16]=2[CH2:26][S:27]([C:30]2[CH:38]=[CH:37][C:33]([C:34](O)=[O:35])=[CH:32][CH:31]=2)(=[O:29])=[O:28])[C:8]2[CH:13]=[CH:12][CH:11]=[CH:10][CH:9]=2)[CH:5]=[CH:4][N:3]=[CH:2]1.[NH2:39][CH2:40][CH:41]([OH:43])[CH3:42]. (5) Given the product [F:1][C:2]1[C:10]([O:11][C:12]2[C:17]3=[C:18]([CH3:22])[C:19]([O:21][CH2:24][CH:26]4[CH2:27][O:28]4)=[CH:20][N:16]3[N:15]=[CH:14][N:13]=2)=[CH:9][CH:8]=[C:7]2[C:3]=1[CH:4]=[C:5]([CH3:23])[NH:6]2, predict the reactants needed to synthesize it. The reactants are: [F:1][C:2]1[C:10]([O:11][C:12]2[C:17]3=[C:18]([CH3:22])[C:19]([OH:21])=[CH:20][N:16]3[N:15]=[CH:14][N:13]=2)=[CH:9][CH:8]=[C:7]2[C:3]=1[CH:4]=[C:5]([CH3:23])[NH:6]2.[CH2:24]([CH:26]1[O:28][CH2:27]1)Cl.C(=O)([O-])[O-].[K+].[K+]. (6) Given the product [N:11]12[CH2:17][CH:15]3[CH2:14][CH:13]([CH2:18][CH:9]([N:8]([C:4]4[CH:3]=[C:2]([C:24]5[CH:25]=[CH:26][C:21]([N:20]([CH3:30])[CH3:19])=[CH:22][CH:23]=5)[CH:7]=[N:6][CH:5]=4)[CH2:16]3)[CH2:10]1)[CH2:12]2, predict the reactants needed to synthesize it. The reactants are: Br[C:2]1[CH:3]=[C:4]([N:8]2[CH2:16][CH:15]3[CH2:17][N:11]4[CH2:12][CH:13]([CH2:18][CH:9]2[CH2:10]4)[CH2:14]3)[CH:5]=[N:6][CH:7]=1.[CH3:19][N:20]([CH3:30])[C:21]1[CH:26]=[CH:25][C:24](B(O)O)=[CH:23][CH:22]=1. (7) Given the product [CH2:11]([O:10][C:7]1[CH:8]=[CH:9][C:4]([C:2](=[O:3])[CH3:1])=[CH:5][CH:6]=1)[C:12]1[CH:17]=[CH:16][CH:15]=[CH:14][CH:13]=1, predict the reactants needed to synthesize it. The reactants are: [CH3:1][C:2]([C:4]1[CH:5]=[CH:6][C:7]([OH:10])=[CH:8][CH:9]=1)=[O:3].[CH2:11](Cl)[C:12]1[CH:17]=[CH:16][CH:15]=[CH:14][CH:13]=1.[I-].[Na+].C(=O)([O-])[O-].[K+].[K+].